This data is from Catalyst prediction with 721,799 reactions and 888 catalyst types from USPTO. The task is: Predict which catalyst facilitates the given reaction. (1) Reactant: [Cl:1][C:2]1[CH:14]=[C:13]([Cl:15])[C:12]([S:16][C:17]2[N:21]([CH3:22])[N:20]=[C:19]([CH3:23])[C:18]=2[CH:24]=O)=[CH:11][C:3]=1[O:4][C@H:5]([CH3:10])[C:6]([O:8][CH3:9])=[O:7].Cl.[NH2:27][OH:28].C([O-])(=O)C.[Na+].O. Product: [Cl:1][C:2]1[CH:14]=[C:13]([Cl:15])[C:12]([S:16][C:17]2[N:21]([CH3:22])[N:20]=[C:19]([CH3:23])[C:18]=2/[CH:24]=[N:27]/[OH:28])=[CH:11][C:3]=1[O:4][C@H:5]([CH3:10])[C:6]([O:8][CH3:9])=[O:7]. The catalyst class is: 5. (2) Reactant: [CH3:1][N:2]([CH2:4][CH2:5][CH2:6][N:7]1[C:17]2[CH:18]=[CH:19][CH:20]=[CH:21][C:16]=2[CH2:15][CH2:14][C:13]2[CH:12]=[CH:11][CH:10]=[CH:9][C:8]1=2)[CH3:3].Cl.O. Product: [CH3:1][N:2]([CH2:4][CH2:5][CH2:6][N:7]1[C:8]2[CH:9]=[CH:10][CH:11]=[CH:12][C:13]=2[CH2:14][CH2:15][C:16]2[CH:21]=[CH:20][CH:19]=[CH:18][C:17]1=2)[CH3:3]. The catalyst class is: 5.